From a dataset of Catalyst prediction with 721,799 reactions and 888 catalyst types from USPTO. Predict which catalyst facilitates the given reaction. Reactant: [Cl:1][C:2]1[CH:7]=[C:6]([C:8]2[CH:13]=[CH:12][CH:11]=[CH:10][C:9]=2[O:14][CH3:15])[N:5]=[C:4](C(O)=O)[CH:3]=1.C1C=CC(P(N=[N+]=[N-])(C2C=CC=CC=2)=[O:26])=CC=1.C([N:38]([CH2:41]C)CC)C.[C:43]([OH:47])([CH3:46])([CH3:45])[CH3:44]. Product: [C:43]([O:47][C:41](=[O:26])[NH:38][C:4]1[CH:3]=[C:2]([Cl:1])[CH:7]=[C:6]([C:8]2[CH:13]=[CH:12][CH:11]=[CH:10][C:9]=2[O:14][CH3:15])[N:5]=1)([CH3:46])([CH3:45])[CH3:44]. The catalyst class is: 11.